Dataset: Forward reaction prediction with 1.9M reactions from USPTO patents (1976-2016). Task: Predict the product of the given reaction. Given the reactants Cl.Cl.[CH3:3][C:4]1[N:9]=[C:8]([C:10]2([C:16]#[N:17])[CH2:15][CH2:14][NH:13][CH2:12][CH2:11]2)[CH:7]=[CH:6][CH:5]=1.CCN(C(C)C)C(C)C.[CH2:27]([S:30](Cl)(=[O:32])=[O:31])[CH2:28][CH3:29].[OH-].[Na+], predict the reaction product. The product is: [CH3:3][C:4]1[N:9]=[C:8]([C:10]2([C:16]#[N:17])[CH2:15][CH2:14][N:13]([S:30]([CH2:27][CH2:28][CH3:29])(=[O:32])=[O:31])[CH2:12][CH2:11]2)[CH:7]=[CH:6][CH:5]=1.[CH2:27]([S:30]([N:13]1[CH2:12][CH2:11][CH:10]([C:16]#[N:17])[CH2:15][CH2:14]1)(=[O:32])=[O:31])[CH2:28][CH3:29].